The task is: Regression. Given two drug SMILES strings and cell line genomic features, predict the synergy score measuring deviation from expected non-interaction effect.. This data is from NCI-60 drug combinations with 297,098 pairs across 59 cell lines. (1) Drug 1: CC(C1=C(C=CC(=C1Cl)F)Cl)OC2=C(N=CC(=C2)C3=CN(N=C3)C4CCNCC4)N. Drug 2: CC12CCC(CC1=CCC3C2CCC4(C3CC=C4C5=CN=CC=C5)C)O. Cell line: RPMI-8226. Synergy scores: CSS=40.2, Synergy_ZIP=3.65, Synergy_Bliss=6.61, Synergy_Loewe=-1.55, Synergy_HSA=1.11. (2) Drug 1: C1=CN(C=N1)CC(O)(P(=O)(O)O)P(=O)(O)O. Drug 2: CCN(CC)CCCC(C)NC1=C2C=C(C=CC2=NC3=C1C=CC(=C3)Cl)OC. Cell line: U251. Synergy scores: CSS=30.0, Synergy_ZIP=-10.2, Synergy_Bliss=-8.10, Synergy_Loewe=-14.4, Synergy_HSA=-8.49. (3) Drug 1: CNC(=O)C1=CC=CC=C1SC2=CC3=C(C=C2)C(=NN3)C=CC4=CC=CC=N4. Drug 2: CC12CCC3C(C1CCC2O)C(CC4=C3C=CC(=C4)O)CCCCCCCCCS(=O)CCCC(C(F)(F)F)(F)F. Cell line: UACC62. Synergy scores: CSS=4.97, Synergy_ZIP=-2.03, Synergy_Bliss=-0.127, Synergy_Loewe=0.128, Synergy_HSA=0.544. (4) Drug 1: CC1=C(C(CCC1)(C)C)C=CC(=CC=CC(=CC(=O)O)C)C. Drug 2: CC1CCC2CC(C(=CC=CC=CC(CC(C(=O)C(C(C(=CC(C(=O)CC(OC(=O)C3CCCCN3C(=O)C(=O)C1(O2)O)C(C)CC4CCC(C(C4)OC)O)C)C)O)OC)C)C)C)OC. Cell line: MDA-MB-435. Synergy scores: CSS=13.8, Synergy_ZIP=-3.81, Synergy_Bliss=3.11, Synergy_Loewe=-9.44, Synergy_HSA=3.06. (5) Drug 1: CC(CN1CC(=O)NC(=O)C1)N2CC(=O)NC(=O)C2. Drug 2: C1CN(P(=O)(OC1)NCCCl)CCCl. Cell line: HT29. Synergy scores: CSS=34.3, Synergy_ZIP=-6.57, Synergy_Bliss=0.0923, Synergy_Loewe=-14.1, Synergy_HSA=-0.728. (6) Drug 1: CC(C1=C(C=CC(=C1Cl)F)Cl)OC2=C(N=CC(=C2)C3=CN(N=C3)C4CCNCC4)N. Drug 2: CN(CC1=CN=C2C(=N1)C(=NC(=N2)N)N)C3=CC=C(C=C3)C(=O)NC(CCC(=O)O)C(=O)O. Cell line: SW-620. Synergy scores: CSS=32.9, Synergy_ZIP=1.23, Synergy_Bliss=2.19, Synergy_Loewe=-0.766, Synergy_HSA=3.22. (7) Drug 1: C1CN1C2=NC(=NC(=N2)N3CC3)N4CC4. Drug 2: C(CN)CNCCSP(=O)(O)O. Cell line: NCI/ADR-RES. Synergy scores: CSS=46.4, Synergy_ZIP=-4.68, Synergy_Bliss=-6.34, Synergy_Loewe=-50.2, Synergy_HSA=-5.36. (8) Drug 1: CN(C)N=NC1=C(NC=N1)C(=O)N. Drug 2: C#CCC(CC1=CN=C2C(=N1)C(=NC(=N2)N)N)C3=CC=C(C=C3)C(=O)NC(CCC(=O)O)C(=O)O. Cell line: NCI-H226. Synergy scores: CSS=1.44, Synergy_ZIP=0.529, Synergy_Bliss=1.12, Synergy_Loewe=-2.09, Synergy_HSA=-1.11. (9) Drug 1: CCC1=CC2CC(C3=C(CN(C2)C1)C4=CC=CC=C4N3)(C5=C(C=C6C(=C5)C78CCN9C7C(C=CC9)(C(C(C8N6C)(C(=O)OC)O)OC(=O)C)CC)OC)C(=O)OC. Drug 2: CC(C)(C#N)C1=CC=C(C=C1)N2C3=C4C=C(C=CC4=NC=C3N(C2=O)C)C5=CC6=CC=CC=C6N=C5. Synergy scores: CSS=70.2, Synergy_ZIP=0.455, Synergy_Bliss=-1.60, Synergy_Loewe=-1.54, Synergy_HSA=1.41. Cell line: OVCAR3.